The task is: Regression. Given a peptide amino acid sequence and an MHC pseudo amino acid sequence, predict their binding affinity value. This is MHC class I binding data.. This data is from Peptide-MHC class I binding affinity with 185,985 pairs from IEDB/IMGT. (1) The MHC is HLA-B40:02 with pseudo-sequence HLA-B40:02. The peptide sequence is EEKAFSPEV. The binding affinity (normalized) is 0.626. (2) The peptide sequence is EDKILKVGKF. The MHC is Mamu-B01 with pseudo-sequence Mamu-B01. The binding affinity (normalized) is 0. (3) The peptide sequence is AIKKKDKN. The binding affinity (normalized) is 0. The MHC is HLA-B27:05 with pseudo-sequence HLA-B27:05. (4) The peptide sequence is ELRQLAQSL. The MHC is HLA-A02:19 with pseudo-sequence HLA-A02:19. The binding affinity (normalized) is 0.0847. (5) The peptide sequence is LQLARDGMF. The MHC is BoLA-HD6 with pseudo-sequence BoLA-HD6. The binding affinity (normalized) is 1.00. (6) The peptide sequence is GPDDQIGYY. The binding affinity (normalized) is 0. The MHC is HLA-A01:01 with pseudo-sequence HLA-A01:01. (7) The peptide sequence is AHAGARVNL. The MHC is HLA-B57:01 with pseudo-sequence HLA-B57:01. The binding affinity (normalized) is 0.213. (8) The peptide sequence is IINFTISMRY. The MHC is HLA-A11:01 with pseudo-sequence HLA-A11:01. The binding affinity (normalized) is 0.951.